This data is from Full USPTO retrosynthesis dataset with 1.9M reactions from patents (1976-2016). The task is: Predict the reactants needed to synthesize the given product. (1) Given the product [O:1]=[C:2]1[O:3][C@@H:4]([C:21]2[CH:22]=[CH:23][CH:24]=[CH:25][CH:26]=2)[C@@H:5]([C:15]2[CH:16]=[CH:17][CH:18]=[CH:19][CH:20]=2)[N:6]([C:8]([O:10][C:11]([CH3:14])([CH3:13])[CH3:12])=[O:9])[C@@H:7]1[CH2:28][CH2:29][CH2:30][CH2:31][B:32]1[O:36][C:35]([CH3:38])([CH3:37])[C:34]([CH3:39])([CH3:40])[O:33]1, predict the reactants needed to synthesize it. The reactants are: [O:1]=[C:2]1[CH2:7][N:6]([C:8]([O:10][C:11]([CH3:14])([CH3:13])[CH3:12])=[O:9])[C@H:5]([C:15]2[CH:20]=[CH:19][CH:18]=[CH:17][CH:16]=2)[C@H:4]([C:21]2[CH:26]=[CH:25][CH:24]=[CH:23][CH:22]=2)[O:3]1.I[CH2:28][CH2:29][CH2:30][CH2:31][B:32]1[O:36][C:35]([CH3:38])([CH3:37])[C:34]([CH3:40])([CH3:39])[O:33]1.C[Si]([N-][Si](C)(C)C)(C)C.[Na+]. (2) Given the product [C:1]1([C:7]2[CH:12]=[CH:11][C:10]([C:13]3[O:17][N:16]=[CH:15][C:14]=3[CH2:18][OH:19])=[CH:9][CH:8]=2)[CH:2]=[CH:3][CH:4]=[CH:5][CH:6]=1, predict the reactants needed to synthesize it. The reactants are: [C:1]1([C:7]2[CH:12]=[CH:11][C:10]([C:13]3[O:17][N:16]=[CH:15][C:14]=3[C:18](OCC)=[O:19])=[CH:9][CH:8]=2)[CH:6]=[CH:5][CH:4]=[CH:3][CH:2]=1.[H-].C([Al+]CC(C)C)C(C)C.Cl. (3) Given the product [C:1]([O:5][C@@H:6]([C:12]1[C:13]([CH3:48])=[N:14][C:15]2[N:16]([N:31]=[C:32]([C:34]3[S:58][C:37]([CH2:38][C:39]4[CH:44]=[CH:43][C:42]([F:45])=[CH:41][CH:40]=4)=[CH:36][N:35]=3)[CH:33]=2)[C:17]=1[N:18]1[CH2:23][CH2:22][C:21]([C:24]2[CH:29]=[CH:28][CH:27]=[CH:26][CH:25]=2)=[CH:20][CH2:19]1)[C:7]([OH:9])=[O:8])([CH3:4])([CH3:3])[CH3:2], predict the reactants needed to synthesize it. The reactants are: [C:1]([O:5][C@@H:6]([C:12]1[C:13]([CH3:48])=[N:14][C:15]2[N:16]([N:31]=[C:32]([C:34](=O)[NH:35][CH2:36][C:37](=O)[CH2:38][C:39]3[CH:44]=[CH:43][C:42]([F:45])=[CH:41][CH:40]=3)[CH:33]=2)[C:17]=1[N:18]1[CH2:23][CH2:22][C:21](O)([C:24]2[CH:29]=[CH:28][CH:27]=[CH:26][CH:25]=2)[CH2:20][CH2:19]1)[C:7]([O:9]CC)=[O:8])([CH3:4])([CH3:3])[CH3:2].COC1C=CC(P2(SP(C3C=CC(OC)=CC=3)(=S)S2)=[S:58])=CC=1. (4) Given the product [Cl:1][C:2]1[CH:3]=[C:4]([CH2:12][C:13]([N:27]2[CH2:28][CH2:29][CH2:30][C:31]3[N:23]([C:20]4[CH:21]=[CH:22][C:17]([F:16])=[CH:18][CH:19]=4)[N:24]=[CH:25][C:26]2=3)=[O:15])[CH:5]=[CH:6][C:7]=1[C:8]([F:9])([F:10])[F:11], predict the reactants needed to synthesize it. The reactants are: [Cl:1][C:2]1[CH:3]=[C:4]([CH2:12][C:13]([OH:15])=O)[CH:5]=[CH:6][C:7]=1[C:8]([F:11])([F:10])[F:9].[F:16][C:17]1[CH:22]=[CH:21][C:20]([N:23]2[C:31]3[CH2:30][CH2:29][CH2:28][NH:27][C:26]=3[CH:25]=[N:24]2)=[CH:19][CH:18]=1. (5) Given the product [ClH:1].[Cl:1][CH2:2][CH2:3][CH2:4][S:5][C:6]1[CH:11]=[CH:10][C:9]([F:12])=[CH:8][C:7]=1[NH2:13], predict the reactants needed to synthesize it. The reactants are: [Cl:1][CH2:2][CH2:3][CH2:4][S:5][C:6]1[CH:11]=[CH:10][C:9]([F:12])=[CH:8][C:7]=1[N+:13]([O-])=O. (6) Given the product [CH:5]([C:6]([CH2:7][CH2:8][O:9][C:10](=[O:12])[CH3:11])=[CH2:13])=[O:4], predict the reactants needed to synthesize it. The reactants are: C([O:4][CH2:5][CH:6]=[CH:7][CH2:8][O:9][C:10](=[O:12])[CH3:11])(=O)C.[C:13]1(C)C=CC=CC=1. (7) Given the product [F:32][C:26]1[CH:27]=[C:28]([F:31])[CH:29]=[CH:30][C:25]=1[C@@:17]([OH:24])([C@@H:16]([C:12]1[C:11]([F:34])=[CH:10][N:15]=[CH:14][N:13]=1)[CH3:33])[CH2:18][N:19]1[CH:23]=[N:22][CH:21]=[N:20]1, predict the reactants needed to synthesize it. The reactants are: Cl.ClC1C=CC(S[C:10]2[N:15]=[CH:14][N:13]=[C:12]([C@@H:16]([CH3:33])[C@@:17]([C:25]3[CH:30]=[CH:29][C:28]([F:31])=[CH:27][C:26]=3[F:32])([OH:24])[CH2:18][N:19]3[CH:23]=[N:22][CH:21]=[N:20]3)[C:11]=2[F:34])=CC=1.C([O-])=O.[NH4+]. (8) Given the product [NH2:8][C:5]1[C:4]([OH:11])=[CH:3][C:2]([F:1])=[CH:7][N:6]=1, predict the reactants needed to synthesize it. The reactants are: [F:1][C:2]1[CH:3]=[C:4]([O-:11])[C:5]([N+:8]([O-])=O)=[N:6][CH:7]=1.[Na+]. (9) Given the product [CH2:1]([N:5]1[C:9]2[N:10]=[C:11]([C:27]3[CH:28]=[CH:29][C:24]([C:23]([F:34])([F:33])[F:22])=[CH:25][CH:26]=3)[NH:12][C:13](=[O:14])[C:8]=2[CH:7]=[CH:6]1)[CH2:2][CH:3]=[CH2:4], predict the reactants needed to synthesize it. The reactants are: [CH2:1]([N:5]1[C:9]2[N:10]=[C:11](Cl)[NH:12][C:13](=[O:14])[C:8]=2[CH:7]=[CH:6]1)[CH2:2][CH:3]=[CH2:4].C(=O)([O-])[O-].[Na+].[Na+].[F:22][C:23]([F:34])([F:33])[C:24]1[CH:29]=[CH:28][C:27](B(O)O)=[CH:26][CH:25]=1. (10) Given the product [C:1]([O:5][C@H:6]1[CH2:10][N:9]([C:11](=[O:19])[CH2:12][C:13]2[O:17][N:16]=[C:15]([CH3:18])[CH:14]=2)[C@H:8]([C:20]([NH:36][CH2:35][C:32]2[CH:31]=[CH:30][C:29]([C:28]3[S:27][CH:26]=[N:25][C:24]=3[CH3:23])=[CH:34][CH:33]=2)=[O:22])[CH2:7]1)([CH3:2])([CH3:3])[CH3:4], predict the reactants needed to synthesize it. The reactants are: [C:1]([O:5][C@H:6]1[CH2:10][N:9]([C:11](=[O:19])[CH2:12][C:13]2[O:17][N:16]=[C:15]([CH3:18])[CH:14]=2)[C@H:8]([C:20]([OH:22])=O)[CH2:7]1)([CH3:4])([CH3:3])[CH3:2].[CH3:23][C:24]1[N:25]=[CH:26][S:27][C:28]=1[C:29]1[CH:34]=[CH:33][C:32]([CH2:35][NH2:36])=[CH:31][CH:30]=1.C(Cl)CCl.C1C=CC2N(O)N=NC=2C=1.CCN(C(C)C)C(C)C.